This data is from Catalyst prediction with 721,799 reactions and 888 catalyst types from USPTO. The task is: Predict which catalyst facilitates the given reaction. (1) The catalyst class is: 9. Reactant: [Br:1][C:2]1[CH:7]=[CH:6][C:5]([C:8]2[NH:17][C:16](=O)[C:15]3[C:10](=[CH:11][C:12]([Cl:19])=[CH:13][CH:14]=3)[N:9]=2)=[CH:4][CH:3]=1.S(Cl)([Cl:22])=O. Product: [Br:1][C:2]1[CH:7]=[CH:6][C:5]([C:8]2[N:17]=[C:16]([Cl:22])[C:15]3[C:10](=[CH:11][C:12]([Cl:19])=[CH:13][CH:14]=3)[N:9]=2)=[CH:4][CH:3]=1. (2) Reactant: C(OC([NH:8][C:9]([C:12]1[CH:17]=[CH:16][C:15]([C:18]2[C:23]([Cl:24])=[CH:22][N:21]=[C:20]([NH:25][C:26]3[CH:31]=[CH:30][C:29]([CH2:32][CH2:33]O)=[CH:28][CH:27]=3)[N:19]=2)=[CH:14][CH:13]=1)([CH3:11])[CH3:10])=O)(C)(C)C.C(N(C(C)C)CC)C.[CH3:43][C:44]1[NH:45][CH:46]=[CH:47][N:48]=1.C([NH+](CC)CC)C. Product: [NH2:8][C:9]([C:12]1[CH:13]=[CH:14][C:15]([C:18]2[C:23]([Cl:24])=[CH:22][N:21]=[C:20]([NH:25][C:26]3[CH:27]=[CH:28][C:29]([CH2:32][CH2:33][N:45]4[CH:46]=[CH:47][N:48]=[C:44]4[CH3:43])=[CH:30][CH:31]=3)[N:19]=2)=[CH:16][CH:17]=1)([CH3:11])[CH3:10]. The catalyst class is: 783. (3) Reactant: C(OC(=O)[NH:7][C@@H:8]([CH2:24][C:25]1[CH:30]=[CH:29][CH:28]=[CH:27][CH:26]=1)[C@H:9]([OH:23])[CH2:10][NH:11][CH2:12][C:13]1[CH:18]=[CH:17][CH:16]=[C:15]([C:19]([F:22])([F:21])[F:20])[CH:14]=1)(C)(C)C.[ClH:32].O1CCOCC1. The catalyst class is: 27. Product: [ClH:32].[NH2:7][C@@H:8]([CH2:24][C:25]1[CH:30]=[CH:29][CH:28]=[CH:27][CH:26]=1)[C@H:9]([OH:23])[CH2:10][NH:11][CH2:12][C:13]1[CH:18]=[CH:17][CH:16]=[C:15]([C:19]([F:20])([F:21])[F:22])[CH:14]=1. (4) Reactant: Cl[C:2]1[C:11]2=[N:12][N:13](CC3C=CC(OC)=CC=3)[CH:14]=[C:10]2[C:9]2[CH:8]=[CH:7][C:6]([F:24])=[CH:5][C:4]=2[N:3]=1.[CH3:25][N:26]1[CH2:31][CH2:30][N:29]([C:32]2[CH:38]=[CH:37][C:35]([NH2:36])=[CH:34][CH:33]=2)[CH2:28][CH2:27]1.Cl. Product: [F:24][C:6]1[CH:7]=[CH:8][C:9]2[C:10]3[CH:14]=[N:13][NH:12][C:11]=3[C:2]([NH:36][C:35]3[CH:34]=[CH:33][C:32]([N:29]4[CH2:28][CH2:27][N:26]([CH3:25])[CH2:31][CH2:30]4)=[CH:38][CH:37]=3)=[N:3][C:4]=2[CH:5]=1. The catalyst class is: 71. (5) Reactant: [F:1][C:2]([F:39])([F:38])[C:3]1[CH:4]=[C:5]([CH:31]=[C:32]([C:34]([F:37])([F:36])[F:35])[CH:33]=1)[CH2:6][NH:7][C:8]([C:10]1([CH2:27][CH:28]2[CH2:30][CH2:29]2)[CH2:15][CH2:14][N:13]([CH2:16][C:17]2[CH:18]=[CH:19][C:20]([F:26])=[C:21]([CH:25]=2)[C:22]([OH:24])=O)[CH2:12][CH2:11]1)=[O:9].CCN=C=NCCCN(C)C.C1C=CC2N(O)N=NC=2C=1.[N:61]1([CH2:66][CH2:67][NH2:68])[CH2:65][CH2:64][CH2:63][CH2:62]1.C(N(C(C)C)CC)(C)C. Product: [F:35][C:34]([F:36])([F:37])[C:32]1[CH:31]=[C:5]([CH:4]=[C:3]([C:2]([F:1])([F:39])[F:38])[CH:33]=1)[CH2:6][NH:7][C:8]([C:10]1([CH2:27][CH:28]2[CH2:30][CH2:29]2)[CH2:11][CH2:12][N:13]([CH2:16][C:17]2[CH:18]=[CH:19][C:20]([F:26])=[C:21]([C:22](=[O:24])[NH:68][CH2:67][CH2:66][N:61]3[CH2:65][CH2:64][CH2:63][CH2:62]3)[CH:25]=2)[CH2:14][CH2:15]1)=[O:9]. The catalyst class is: 2. (6) Reactant: [Br:1][CH2:2][CH2:3][N:4]1[C:8]([C:9](=[O:11])[CH3:10])=[CH:7][C:6]([N:12]2[C:16]([CH3:17])=[CH:15][CH:14]=[C:13]2[CH3:18])=[N:5]1.[BH4-].[Na+]. Product: [Br:1][CH2:2][CH2:3][N:4]1[C:8]([CH:9]([OH:11])[CH3:10])=[CH:7][C:6]([N:12]2[C:16]([CH3:17])=[CH:15][CH:14]=[C:13]2[CH3:18])=[N:5]1. The catalyst class is: 5. (7) Reactant: [I:1][C:2]1[C:7]([OH:8])=[CH:6][CH:5]=[CH:4][N:3]=1.[C:9]([O-])([O-])=O.[Cs+].[Cs+].CI.O. Product: [I:1][C:2]1[C:7]([O:8][CH3:9])=[CH:6][CH:5]=[CH:4][N:3]=1. The catalyst class is: 31.